From a dataset of Reaction yield outcomes from USPTO patents with 853,638 reactions. Predict the reaction yield, written as a fraction of the theoretical maximum amount of product (1.0 means a 100% yield; for example, 0.34 means a 34% yield). (1) The reactants are [OH:1]O.[CH:3]([C:6]1[C:7]([CH3:12])=[N:8][CH:9]=[CH:10][CH:11]=1)([CH3:5])[CH3:4]. The catalyst is CC(O)=O. The product is [CH:3]([C:6]1[C:7]([CH3:12])=[N+:8]([O-:1])[CH:9]=[CH:10][CH:11]=1)([CH3:5])[CH3:4]. The yield is 0.940. (2) The reactants are C(N1CCNC1=NC#N)C1C=CC=CC=1.[CH2:16]([N:23]1[CH2:27][CH2:26][NH:25][S:24]1(=[O:29])=[O:28])[C:17]1[CH:22]=[CH:21][CH:20]=[CH:19][CH:18]=1.[CH2:30]([NH:37][C:38]([C:40]1[S:44][C:43](Br)=[N:42][C:41]=1[CH3:46])=[O:39])[C:31]1[CH:36]=[CH:35][CH:34]=[CH:33][CH:32]=1. No catalyst specified. The product is [CH2:30]([NH:37][C:38]([C:40]1[S:44][C:43]([N:25]2[CH2:26][CH2:27][N:23]([CH2:16][C:17]3[CH:22]=[CH:21][CH:20]=[CH:19][CH:18]=3)[S:24]2(=[O:29])=[O:28])=[N:42][C:41]=1[CH3:46])=[O:39])[C:31]1[CH:32]=[CH:33][CH:34]=[CH:35][CH:36]=1. The yield is 0.780. (3) The reactants are [NH2:1][C:2]1[N:7]=[C:6]([N:8]([CH3:15])[C:9]2[CH:14]=[CH:13][CH:12]=[CH:11][CH:10]=2)[N:5]=[C:4]([C:16]2[N:20]=[C:19]([C:21]3[CH:22]=[CH:23][C:24]([CH2:27]O)=[N:25][CH:26]=3)[O:18][N:17]=2)[N:3]=1.CS(Cl)(=O)=O.[CH2:34]([N:36](CC)[CH2:37][CH3:38])[CH3:35].N1CCCC1. The catalyst is C(Cl)Cl. The product is [CH3:15][N:8]([C:9]1[CH:10]=[CH:11][CH:12]=[CH:13][CH:14]=1)[C:6]1[N:7]=[C:2]([NH2:1])[N:3]=[C:4]([C:16]2[N:20]=[C:19]([C:21]3[CH:26]=[N:25][C:24]([CH2:27][N:36]4[CH2:37][CH2:38][CH2:35][CH2:34]4)=[CH:23][CH:22]=3)[O:18][N:17]=2)[N:5]=1. The yield is 0.450. (4) The reactants are [CH3:1][O:2][CH2:3][CH2:4][O:5][C:6]1[CH:11]=[CH:10][C:9](/[CH:12]=[CH:13]/[C:14]([O:16]CC)=[O:15])=[C:8]([O:19][CH2:20][CH:21]2[CH2:25][CH2:24][CH2:23][O:22]2)[CH:7]=1.[OH-].[Na+]. The catalyst is O1CCCC1.C(O)C. The product is [CH3:1][O:2][CH2:3][CH2:4][O:5][C:6]1[CH:11]=[CH:10][C:9](/[CH:12]=[CH:13]/[C:14]([OH:16])=[O:15])=[C:8]([O:19][CH2:20][CH:21]2[CH2:25][CH2:24][CH2:23][O:22]2)[CH:7]=1. The yield is 0.810. (5) The reactants are [NH2:1][CH2:2][CH2:3][C:4]1[CH:9]=[CH:8][C:7]([OH:10])=[CH:6][CH:5]=1.C([C:13]1[C:18]([F:19])=[CH:17][CH:16]=[C:15]([F:20])[C:14]=1[N:21]=[CH:22][N:23]([CH3:25])C)#N.C(O)(=O)C. The catalyst is C(O)C. The product is [F:19][C:18]1[CH:17]=[CH:16][C:15]([F:20])=[C:14]2[C:13]=1[C:25]([NH:1][CH2:2][CH2:3][C:4]1[CH:9]=[CH:8][C:7]([OH:10])=[CH:6][CH:5]=1)=[N:23][CH:22]=[N:21]2. The yield is 0.780. (6) The reactants are [CH3:1][N:2]([CH3:42])[C:3](=[O:41])[C:4]1[CH:9]=[CH:8][CH:7]=[C:6]([C:10]2[C:18]3[C:13](=[N:14][CH:15]=[C:16]([C:19]4[CH:24]=[CH:23][CH:22]=[C:21]([C:25]([N:27]5[CH2:32][CH2:31][O:30][CH2:29][CH2:28]5)=[O:26])[CH:20]=4)[CH:17]=3)[N:12](COCC[Si](C)(C)C)[N:11]=2)[CH:5]=1.C(=O)(O)[O-].[Na+]. The catalyst is Cl(O)(=O)(=O)=O.C(O)(=O)C. The product is [CH3:1][N:2]([CH3:42])[C:3](=[O:41])[C:4]1[CH:9]=[CH:8][CH:7]=[C:6]([C:10]2[C:18]3[C:13](=[N:14][CH:15]=[C:16]([C:19]4[CH:24]=[CH:23][CH:22]=[C:21]([C:25]([N:27]5[CH2:28][CH2:29][O:30][CH2:31][CH2:32]5)=[O:26])[CH:20]=4)[CH:17]=3)[NH:12][N:11]=2)[CH:5]=1. The yield is 0.180.